Dataset: Catalyst prediction with 721,799 reactions and 888 catalyst types from USPTO. Task: Predict which catalyst facilitates the given reaction. (1) Reactant: Cl[C:2]1[N:7]=[C:6]([O:8][C:9]2[CH:29]=[CH:28][CH:27]=[CH:26][C:10]=2[CH2:11][NH:12][C:13]([NH:15][C:16]2[O:17][C:18]([C:22]([OH:25])([CH3:24])[CH3:23])=[C:19]([CH3:21])[N:20]=2)=[O:14])[CH:5]=[CH:4][N:3]=1.[NH:30]1[CH2:35][CH2:34][O:33][CH2:32][CH2:31]1. Product: [O:33]1[CH2:34][CH2:35][N:30]([C:2]2[N:7]=[C:6]([O:8][C:9]3[CH:29]=[CH:28][CH:27]=[CH:26][C:10]=3[CH2:11][NH:12][C:13]([NH:15][C:16]3[O:17][C:18]([C:22]([OH:25])([CH3:23])[CH3:24])=[C:19]([CH3:21])[N:20]=3)=[O:14])[CH:5]=[CH:4][N:3]=2)[CH2:31][CH2:32]1. The catalyst class is: 8. (2) Reactant: [CH3:1][NH2:2].[C:3]([C:7]1[CH:23]=[CH:22][CH:21]=[CH:20][C:8]=1[O:9][C:10]1[C:15]([N+:16]([O-:18])=[O:17])=[CH:14][CH:13]=[C:12](Cl)[N:11]=1)([CH3:6])([CH3:5])[CH3:4].[Cl-]. Product: [C:3]([C:7]1[CH:23]=[CH:22][CH:21]=[CH:20][C:8]=1[O:9][C:10]1[N:11]=[C:12]([NH:2][CH3:1])[CH:13]=[CH:14][C:15]=1[N+:16]([O-:18])=[O:17])([CH3:6])([CH3:5])[CH3:4]. The catalyst class is: 38. (3) Reactant: [CH:1]1([C:4](Cl)=[O:5])[CH2:3][CH2:2]1.[CH2:7]([O:9][C:10]([C:12]1[C:20]2[CH2:19][CH2:18][O:17][CH2:16][C:15]=2[S:14][C:13]=1[NH2:21])=[O:11])[CH3:8]. The catalyst class is: 413. Product: [CH2:7]([O:9][C:10]([C:12]1[C:20]2[CH2:19][CH2:18][O:17][CH2:16][C:15]=2[S:14][C:13]=1[NH:21][C:4]([CH:1]1[CH2:3][CH2:2]1)=[O:5])=[O:11])[CH3:8]. (4) Reactant: [CH3:1][C:2]([C:4]1[C:5]([OH:11])=[CH:6][CH:7]=[CH:8][C:9]=1O)=O.O.[NH2:13][NH2:14].O.C(O)(=O)C. Product: [CH3:1][C:2]1[C:4]2[C:5]([OH:11])=[CH:6][CH:7]=[CH:8][C:9]=2[NH:14][N:13]=1. The catalyst class is: 196.